Task: Predict which catalyst facilitates the given reaction.. Dataset: Catalyst prediction with 721,799 reactions and 888 catalyst types from USPTO (1) Reactant: [CH2:1]([N:8]1[CH2:12][C@H:11]([C:13]2[CH:18]=[CH:17][C:16]([Cl:19])=[C:15]([F:20])[CH:14]=2)[C@@H:10]([C:21](=[O:23])[CH3:22])[CH2:9]1)[C:2]1[CH:7]=[CH:6][CH:5]=[CH:4][CH:3]=1.[H-].[H-].[H-].[H-].[Li+].[Al+3]. Product: [CH2:1]([N:8]1[CH2:12][C@H:11]([C:13]2[CH:18]=[CH:17][C:16]([Cl:19])=[C:15]([F:20])[CH:14]=2)[C@@H:10]([C@H:21]([OH:23])[CH3:22])[CH2:9]1)[C:2]1[CH:3]=[CH:4][CH:5]=[CH:6][CH:7]=1. The catalyst class is: 1. (2) The catalyst class is: 2. Reactant: CCN(C(C)C)C(C)C.[CH3:10][N:11]1[C:15]([C:16]2[C:25]3[C:20](=[CH:21][CH:22]=[CH:23][CH:24]=3)[C:19]([N:26]3[CH2:31][CH2:30][CH:29]([NH2:32])[CH2:28][CH2:27]3)=[N:18][N:17]=2)=[CH:14][CH:13]=[N:12]1.[F:33][C:34]1[CH:39]=[CH:38][C:37]([N:40]=[C:41]=[O:42])=[C:36]([C:43]([F:46])([F:45])[F:44])[CH:35]=1. Product: [F:33][C:34]1[CH:39]=[CH:38][C:37]([NH:40][C:41]([NH:32][CH:29]2[CH2:30][CH2:31][N:26]([C:19]3[C:20]4[C:25](=[CH:24][CH:23]=[CH:22][CH:21]=4)[C:16]([C:15]4[N:11]([CH3:10])[N:12]=[CH:13][CH:14]=4)=[N:17][N:18]=3)[CH2:27][CH2:28]2)=[O:42])=[C:36]([C:43]([F:44])([F:45])[F:46])[CH:35]=1.